This data is from Tox21: 12 toxicity assays (nuclear receptors and stress response pathways). The task is: Binary classification across 12 toxicity assays. (1) The compound is COc1ccc(/C=N/NC(=O)c2ccncc2)cc1OC. It tested positive (active) for: NR-AhR (Aryl hydrocarbon Receptor agonist activity). (2) The drug is CC1(C)CCC(C)(C)c2cc(C(=O)Nc3ccc(C(=O)O)cc3)ccc21. It tested positive (active) for: SR-MMP (Mitochondrial Membrane Potential disruption). (3) The molecule is Cc1cccc(C(C)c2c[nH]cn2)c1C. It tested positive (active) for: NR-AhR (Aryl hydrocarbon Receptor agonist activity), and NR-Aromatase (Aromatase enzyme inhibition). (4) The compound is CN(C)C(=O)Oc1ccc[n+](C)c1. It tested positive (active) for: NR-AR (Androgen Receptor agonist activity), and NR-ER (Estrogen Receptor agonist activity). (5) The drug is c1ccc(CCCc2ccncc2)cc1. It tested positive (active) for: NR-Aromatase (Aromatase enzyme inhibition), SR-HSE (Heat Shock Element response), and SR-MMP (Mitochondrial Membrane Potential disruption).